Predict the reactants needed to synthesize the given product. From a dataset of Full USPTO retrosynthesis dataset with 1.9M reactions from patents (1976-2016). Given the product [Cl:1][C:2]1[C:3]([S:32]([NH:42][C:39]2[CH:38]=[C:37]([CH3:36])[O:41][N:40]=2)(=[O:35])=[O:33])=[N:4][CH:5]=[C:6]([C:17]([N:19]2[CH2:24][CH2:23][CH:22]([C:25]3[CH:30]=[CH:29][C:28]([F:31])=[CH:27][CH:26]=3)[CH2:21][CH2:20]2)=[O:18])[C:7]=1[NH:8][C:9]1[CH:14]=[CH:13][C:12]([F:15])=[CH:11][C:10]=1[CH3:16], predict the reactants needed to synthesize it. The reactants are: [Cl:1][C:2]1[C:3]([S:32]([OH:35])(=O)=[O:33])=[N:4][CH:5]=[C:6]([C:17]([N:19]2[CH2:24][CH2:23][CH:22]([C:25]3[CH:30]=[CH:29][C:28]([F:31])=[CH:27][CH:26]=3)[CH2:21][CH2:20]2)=[O:18])[C:7]=1[NH:8][C:9]1[CH:14]=[CH:13][C:12]([F:15])=[CH:11][C:10]=1[CH3:16].[CH3:36][C:37]1[O:41][N:40]=[C:39]([NH2:42])[CH:38]=1.